Dataset: Forward reaction prediction with 1.9M reactions from USPTO patents (1976-2016). Task: Predict the product of the given reaction. Given the reactants [C:1]([C:3]1([CH3:27])[S:7][C:6]([C:8]2[NH:9][C:10]3[C:15]([CH:16]=2)=[CH:14][CH:13]=[CH:12][C:11]=3[N:17]([CH3:26])[S:18]([C:21]2[S:22][CH:23]=[CH:24][CH:25]=2)(=[O:20])=[O:19])=[N:5][CH2:4]1)#[N:2].[OH-].[Na+].[O:30]1CCCC1.C(O)(=O)CC(CC(O)=O)(C(O)=O)O, predict the reaction product. The product is: [CH3:27][C:3]1([C:1]([NH2:2])=[O:30])[S:7][C:6]([C:8]2[NH:9][C:10]3[C:15]([CH:16]=2)=[CH:14][CH:13]=[CH:12][C:11]=3[N:17]([CH3:26])[S:18]([C:21]2[S:22][CH:23]=[CH:24][CH:25]=2)(=[O:20])=[O:19])=[N:5][CH2:4]1.